Dataset: Forward reaction prediction with 1.9M reactions from USPTO patents (1976-2016). Task: Predict the product of the given reaction. (1) Given the reactants [NH2:1][C:2]1[CH:11]=[C:10]2[C:5]([CH:6]=[CH:7][CH:8]=[C:9]2[N:12]2[CH2:17][CH2:16][N:15]([CH3:18])[CH2:14][CH2:13]2)=[CH:4][CH:3]=1.[N+:19]([C:22]1[CH:23]=[CH:24][C:25](Cl)=[N:26][CH:27]=1)([O-:21])=[O:20], predict the reaction product. The product is: [N+:19]([C:22]1[CH:23]=[CH:24][C:25]([NH:1][C:2]2[CH:11]=[C:10]3[C:5]([CH:6]=[CH:7][CH:8]=[C:9]3[N:12]3[CH2:17][CH2:16][N:15]([CH3:18])[CH2:14][CH2:13]3)=[CH:4][CH:3]=2)=[N:26][CH:27]=1)([O-:21])=[O:20]. (2) Given the reactants [CH3:1][O:2][C:3]1[CH:4]=[C:5]2[C:9](=[CH:10][CH:11]=1)[C:8](=[O:12])[N:7]([CH:13]([CH:19]([CH3:21])[CH3:20])[C:14]([O:16]CC)=[O:15])[CH2:6]2.[OH-].[Na+], predict the reaction product. The product is: [CH3:1][O:2][C:3]1[CH:4]=[C:5]2[C:9](=[CH:10][CH:11]=1)[C:8](=[O:12])[N:7]([CH:13]([CH:19]([CH3:21])[CH3:20])[C:14]([OH:16])=[O:15])[CH2:6]2.